This data is from Forward reaction prediction with 1.9M reactions from USPTO patents (1976-2016). The task is: Predict the product of the given reaction. (1) Given the reactants [O:1]1[CH2:3][CH:2]1[C:4]1[CH:9]=[CH:8][C:7]([C:10]2[N:14]=[C:13]([C:15]3[O:19][N:18]=[C:17]([C:20]4[CH:25]=[CH:24][CH:23]=[CH:22][CH:21]=4)[C:16]=3[C:26]([F:29])([F:28])[F:27])[O:12][N:11]=2)=[CH:6][CH:5]=1.[NH:30]1[CH2:35][CH2:34][O:33][CH:32]([CH2:36][C:37]([OH:39])=[O:38])[CH2:31]1, predict the reaction product. The product is: [OH:1][CH:2]([C:4]1[CH:9]=[CH:8][C:7]([C:10]2[N:14]=[C:13]([C:15]3[O:19][N:18]=[C:17]([C:20]4[CH:21]=[CH:22][CH:23]=[CH:24][CH:25]=4)[C:16]=3[C:26]([F:28])([F:27])[F:29])[O:12][N:11]=2)=[CH:6][CH:5]=1)[CH2:3][N:30]1[CH2:35][CH2:34][O:33][CH:32]([CH2:36][C:37]([OH:39])=[O:38])[CH2:31]1. (2) The product is: [Cl:8][C:6]1[C:5]([CH3:9])=[CH:4][C:3]([F:10])=[C:2]([CH:7]=1)[C:12]#[N:13]. Given the reactants Br[C:2]1[CH:7]=[C:6]([Cl:8])[C:5]([CH3:9])=[CH:4][C:3]=1[F:10].[Cu][C:12]#[N:13], predict the reaction product. (3) Given the reactants [CH3:1][N:2]1[CH2:8][CH2:7][CH2:6][N:5]([C:9]2[C:10]([C:23]3[CH:28]=[CH:27][CH:26]=[CH:25][CH:24]=3)=[N:11][C:12]3[C:17]([N:18]=2)=[CH:16][C:15]([C:19]([O:21]C)=[O:20])=[CH:14][CH:13]=3)[CH2:4][CH2:3]1.[OH-].[Na+].Cl, predict the reaction product. The product is: [CH3:1][N:2]1[CH2:8][CH2:7][CH2:6][N:5]([C:9]2[C:10]([C:23]3[CH:28]=[CH:27][CH:26]=[CH:25][CH:24]=3)=[N:11][C:12]3[C:17]([N:18]=2)=[CH:16][C:15]([C:19]([OH:21])=[O:20])=[CH:14][CH:13]=3)[CH2:4][CH2:3]1. (4) The product is: [C:17]1([O:16][CH2:15][C:14]([N:6]2[C:7]3[C:12](=[CH:11][CH:10]=[CH:9][CH:8]=3)[CH2:13][C@H:5]2[C:3]([OH:4])=[O:2])=[O:27])[C:26]2[C:21](=[CH:22][CH:23]=[CH:24][CH:25]=2)[CH:20]=[CH:19][CH:18]=1. Given the reactants C[O:2][C:3]([C@@H:5]1[CH2:13][C:12]2[C:7](=[CH:8][CH:9]=[CH:10][CH:11]=2)[N:6]1[C:14](=[O:27])[CH2:15][O:16][C:17]1[C:26]2[C:21](=[CH:22][CH:23]=[CH:24][CH:25]=2)[CH:20]=[CH:19][CH:18]=1)=[O:4].[Li+].[OH-], predict the reaction product. (5) The product is: [OH:28][N:27]=[CH:20][C:21]([NH:6][C:5]1[CH:7]=[CH:8][CH:9]=[CH:10][C:4]=1[CH:1]([CH3:3])[CH3:2])=[O:23]. Given the reactants [CH:1]([C:4]1[CH:10]=[CH:9][CH:8]=[CH:7][C:5]=1[NH2:6])([CH3:3])[CH3:2].[O-]S([O-])(=O)=O.[Na+].[Na+].Cl.Cl[C:20](Cl)(Cl)[CH:21]([OH:23])O.Cl.[NH2:27][OH:28], predict the reaction product. (6) Given the reactants [C:1]([O:5][C:6](=[O:48])[CH2:7][CH2:8][CH2:9][CH2:10][CH2:11][CH2:12][CH2:13][CH2:14][CH2:15][CH2:16][CH2:17][CH2:18][CH2:19][CH2:20][CH2:21][CH2:22][NH:23][C:24](=[O:47])[CH2:25][CH2:26][N:27]([CH2:35][CH2:36][C:37]([O:39]CC1C=CC=CC=1)=[O:38])[C:28]([O:30][C:31]([CH3:34])([CH3:33])[CH3:32])=[O:29])([CH3:4])([CH3:3])[CH3:2], predict the reaction product. The product is: [C:1]([O:5][C:6](=[O:48])[CH2:7][CH2:8][CH2:9][CH2:10][CH2:11][CH2:12][CH2:13][CH2:14][CH2:15][CH2:16][CH2:17][CH2:18][CH2:19][CH2:20][CH2:21][CH2:22][NH:23][C:24](=[O:47])[CH2:25][CH2:26][N:27]([C:28]([O:30][C:31]([CH3:34])([CH3:33])[CH3:32])=[O:29])[CH2:35][CH2:36][C:37]([OH:39])=[O:38])([CH3:4])([CH3:2])[CH3:3]. (7) Given the reactants C([N:8]1[CH:12]=[C:11]([CH2:13][CH2:14][CH2:15][CH2:16][OH:17])[C:10]([O:18][CH2:19][CH3:20])=[N:9]1)C1C=CC=CC=1.O[C:22]1[CH:27]=[CH:26][C:25]([CH2:28][CH2:29][C:30]([O:32][CH3:33])=[O:31])=[C:24]([O:34][CH2:35][CH3:36])[CH:23]=1.C(P(CCCC)CCCC)CCC.N(C(N1CCCCC1)=O)=NC(N1CCCCC1)=O, predict the reaction product. The product is: [CH2:35]([O:34][C:24]1[CH:23]=[C:22]([O:17][CH2:16][CH2:15][CH2:14][CH2:13][C:11]2[C:10]([O:18][CH2:19][CH3:20])=[N:9][NH:8][CH:12]=2)[CH:27]=[CH:26][C:25]=1[CH2:28][CH2:29][C:30]([O:32][CH3:33])=[O:31])[CH3:36].